From a dataset of NCI-60 drug combinations with 297,098 pairs across 59 cell lines. Regression. Given two drug SMILES strings and cell line genomic features, predict the synergy score measuring deviation from expected non-interaction effect. (1) Drug 1: CS(=O)(=O)C1=CC(=C(C=C1)C(=O)NC2=CC(=C(C=C2)Cl)C3=CC=CC=N3)Cl. Drug 2: CCC1(CC2CC(C3=C(CCN(C2)C1)C4=CC=CC=C4N3)(C5=C(C=C6C(=C5)C78CCN9C7C(C=CC9)(C(C(C8N6C=O)(C(=O)OC)O)OC(=O)C)CC)OC)C(=O)OC)O.OS(=O)(=O)O. Cell line: HCT-15. Synergy scores: CSS=33.9, Synergy_ZIP=5.75, Synergy_Bliss=8.49, Synergy_Loewe=5.75, Synergy_HSA=6.56. (2) Drug 1: C1=CN(C(=O)N=C1N)C2C(C(C(O2)CO)O)O.Cl. Drug 2: CC1=C(C(CCC1)(C)C)C=CC(=CC=CC(=CC(=O)O)C)C. Cell line: SN12C. Synergy scores: CSS=32.9, Synergy_ZIP=-10.6, Synergy_Bliss=-6.17, Synergy_Loewe=-7.07, Synergy_HSA=0.370. (3) Drug 1: CC1=CC=C(C=C1)C2=CC(=NN2C3=CC=C(C=C3)S(=O)(=O)N)C(F)(F)F. Drug 2: CC(C)(C#N)C1=CC(=CC(=C1)CN2C=NC=N2)C(C)(C)C#N. Cell line: DU-145. Synergy scores: CSS=-0.450, Synergy_ZIP=2.14, Synergy_Bliss=5.16, Synergy_Loewe=0.624, Synergy_HSA=0.583. (4) Drug 1: CC1=C(C=C(C=C1)C(=O)NC2=CC(=CC(=C2)C(F)(F)F)N3C=C(N=C3)C)NC4=NC=CC(=N4)C5=CN=CC=C5. Drug 2: CC1CCCC2(C(O2)CC(NC(=O)CC(C(C(=O)C(C1O)C)(C)C)O)C(=CC3=CSC(=N3)C)C)C. Cell line: OVCAR-5. Synergy scores: CSS=51.9, Synergy_ZIP=5.69, Synergy_Bliss=2.47, Synergy_Loewe=-26.4, Synergy_HSA=-1.26. (5) Drug 1: CC(CN1CC(=O)NC(=O)C1)N2CC(=O)NC(=O)C2. Drug 2: C1=CN(C(=O)N=C1N)C2C(C(C(O2)CO)O)O.Cl. Cell line: SF-295. Synergy scores: CSS=31.9, Synergy_ZIP=-9.51, Synergy_Bliss=0.00869, Synergy_Loewe=3.47, Synergy_HSA=3.95.